Predict the product of the given reaction. From a dataset of Forward reaction prediction with 1.9M reactions from USPTO patents (1976-2016). (1) Given the reactants C1(NC(N[S:10]([CH3:13])(=[O:12])=[O:11])=S)CCCC1.[NH2:14][CH:15]([CH2:33][S:34]([CH2:37][CH:38]1[CH2:40][CH2:39]1)(=[O:36])=[O:35])[C:16]([NH:18][CH:19]([CH:22]([C:24]1[O:25][C:26]2[CH:32]=[CH:31][CH:30]=[CH:29][C:27]=2[N:28]=1)[OH:23])[CH2:20][CH3:21])=[O:17].[I-].[CH3:42][N+:43]1[CH:48]=[CH:47][CH:46]=[CH:45][C:44]=1Cl.[CH3:50]CN(C(C)C)C(C)C, predict the reaction product. The product is: [O:25]1[C:26]2[CH:32]=[CH:31][CH:30]=[CH:29][C:27]=2[N:28]=[C:24]1[CH:22]([OH:23])[CH:19]([NH:18][C:16](=[O:17])[CH:15]([NH:14][C:42]([NH:43][CH:48]1[CH2:47][CH2:46][CH2:45][CH2:44]1)=[CH:50][S:10]([CH3:13])(=[O:12])=[O:11])[CH2:33][S:34]([CH2:37][CH:38]1[CH2:40][CH2:39]1)(=[O:35])=[O:36])[CH2:20][CH3:21]. (2) Given the reactants [Cl:1][C:2]1[CH:3]=[C:4]([C:9]2[C:13]([CH:14]=O)=[C:12]([OH:16])[N:11]([CH3:17])[N:10]=2)[CH:5]=[C:6]([Cl:8])[CH:7]=1.C(=O)(O)[O-].[Na+], predict the reaction product. The product is: [Cl:8][C:6]1[CH:5]=[C:4]([C:9]2[C:13]([CH3:14])=[C:12]([OH:16])[N:11]([CH3:17])[N:10]=2)[CH:3]=[C:2]([Cl:1])[CH:7]=1. (3) Given the reactants [F:1][C:2]1[CH:7]=[CH:6][C:5]([N:8]2[CH2:13][CH2:12][NH:11][CH2:10][CH2:9]2)=[CH:4][C:3]=1[C:14]([F:17])([F:16])[F:15].Br[CH2:19][CH2:20][CH3:21], predict the reaction product. The product is: [F:1][C:2]1[CH:7]=[CH:6][C:5]([N:8]2[CH2:13][CH2:12][N:11]([CH2:19][CH2:20][CH3:21])[CH2:10][CH2:9]2)=[CH:4][C:3]=1[C:14]([F:15])([F:17])[F:16]. (4) Given the reactants [CH2:1]([O:3][C:4]1[C:5]([C:10]([F:15])([F:14])[C:11]([OH:13])=O)=[N:6][CH:7]=[CH:8][CH:9]=1)[CH3:2].P(Cl)(Cl)(Cl)=O.Cl.[NH2:22][CH2:23][C:24]1[CH:25]=[C:26]2[C:30](=[CH:31][CH:32]=1)[C:29](=[O:33])[N:28]([CH:34]1[CH2:39][CH2:38][C:37](=[O:40])[NH:36][C:35]1=[O:41])[CH2:27]2.C(=O)(O)[O-].[Na+], predict the reaction product. The product is: [O:41]=[C:35]1[CH:34]([N:28]2[CH2:27][C:26]3[C:30](=[CH:31][CH:32]=[C:24]([CH2:23][NH:22][C:11](=[O:13])[C:10]([C:5]4[C:4]([O:3][CH2:1][CH3:2])=[CH:9][CH:8]=[CH:7][N:6]=4)([F:15])[F:14])[CH:25]=3)[C:29]2=[O:33])[CH2:39][CH2:38][C:37](=[O:40])[NH:36]1. (5) The product is: [N:31]1[CH:36]=[CH:35][CH:34]=[C:33](/[CH:37]=[CH:11]/[C:4]2[C:5]3[C:10](=[CH:9][CH:8]=[CH:7][CH:6]=3)[NH:2][N:3]=2)[CH:32]=1. Given the reactants [I-].[NH:2]1[C:10]2[C:5](=[CH:6][CH:7]=[CH:8][CH:9]=2)[C:4]([CH2:11][P+](C2C=CC=CC=2)(C2C=CC=CC=2)C2C=CC=CC=2)=[N:3]1.[N:31]1[CH:36]=[CH:35][CH:34]=[C:33]([CH:37]=O)[CH:32]=1.C(=O)([O-])[O-].[K+].[K+].O, predict the reaction product. (6) Given the reactants Cl[C:2]1[CH:11]=[C:10]([S:12]([F:17])([F:16])([F:15])([F:14])[F:13])[CH:9]=[CH:8][C:3]=1[C:4]([O:6][CH3:7])=[O:5].[F:18][C:19]1[CH:24]=[CH:23][C:22]([OH:25])=[CH:21][CH:20]=1.C([O-])([O-])=O.[Cs+].[Cs+], predict the reaction product. The product is: [F:18][C:19]1[CH:24]=[CH:23][C:22]([O:25][C:2]2[CH:11]=[C:10]([S:12]([F:17])([F:16])([F:15])([F:14])[F:13])[CH:9]=[CH:8][C:3]=2[C:4]([O:6][CH3:7])=[O:5])=[CH:21][CH:20]=1. (7) Given the reactants [OH-].[Na+].[F:3][C:4]1[CH:5]=[C:6]([C:10]2[N:15]=[CH:14][C:13]([C:16]([NH:18][C@@H:19]3[CH2:24][CH2:23][CH2:22][C@H:21]([C:25]([O:27]C)=[O:26])[CH2:20]3)=[O:17])=[CH:12][CH:11]=2)[CH:7]=[CH:8][CH:9]=1, predict the reaction product. The product is: [F:3][C:4]1[CH:5]=[C:6]([C:10]2[N:15]=[CH:14][C:13]([C:16]([NH:18][C@@H:19]3[CH2:24][CH2:23][CH2:22][C@H:21]([C:25]([OH:27])=[O:26])[CH2:20]3)=[O:17])=[CH:12][CH:11]=2)[CH:7]=[CH:8][CH:9]=1. (8) Given the reactants [CH3:1][O:2][C:3]1[CH:12]=[C:11]2[C:6]([CH:7]=[CH:8][CH:9]=[C:10]2[CH2:13][C:14]([NH2:16])=O)=[CH:5][CH:4]=1.C1COCC1.FC(F)(F)C(OC(=O)C(F)(F)F)=O, predict the reaction product. The product is: [CH3:1][O:2][C:3]1[CH:12]=[C:11]2[C:6]([CH:7]=[CH:8][CH:9]=[C:10]2[CH2:13][C:14]#[N:16])=[CH:5][CH:4]=1. (9) Given the reactants [Cl-].[NH4+].C(O)C.[CH2:6]([N:13]1[C:18]2[CH:19]=[C:20]([N+:23]([O-])=O)[CH:21]=[CH:22][C:17]=2[O:16][CH2:15][CH2:14]1)[C:7]1[CH:12]=[CH:11][CH:10]=[CH:9][CH:8]=1, predict the reaction product. The product is: [CH2:6]([N:13]1[C:18]2[CH:19]=[C:20]([NH2:23])[CH:21]=[CH:22][C:17]=2[O:16][CH2:15][CH2:14]1)[C:7]1[CH:8]=[CH:9][CH:10]=[CH:11][CH:12]=1.